From a dataset of Reaction yield outcomes from USPTO patents with 853,638 reactions. Predict the reaction yield, written as a fraction of the theoretical maximum amount of product (1.0 means a 100% yield; for example, 0.34 means a 34% yield). (1) The reactants are BrCCBr.Br[CH2:6][CH2:7][CH:8]([O:11][CH3:12])[O:9][CH3:10].CN(OC)[C:15]([C@@H:17]1[O:22][CH2:21][CH2:20][N:19]([C:23]([O:25][C:26]([CH3:29])([CH3:28])[CH3:27])=[O:24])[CH2:18]1)=[O:16]. The catalyst is C1COCC1. The product is [CH3:10][O:9][CH:8]([O:11][CH3:12])[CH2:7][CH2:6][C:15]([C@@H:17]1[O:22][CH2:21][CH2:20][N:19]([C:23]([O:25][C:26]([CH3:29])([CH3:28])[CH3:27])=[O:24])[CH2:18]1)=[O:16]. The yield is 0.810. (2) The product is [NH:4]1[C:5]2[N:6]=[CH:7][CH:8]=[C:9]([NH2:11])[C:10]=2[CH:2]=[N:3]1. The catalyst is CN(C=O)C. The yield is 0.400. The reactants are I[C:2]1[C:10]2[C:9]([N:11](C)C)=[CH:8][CH:7]=[N:6][C:5]=2[NH:4][N:3]=1.[H-].[Na+]. (3) The reactants are [CH3:1][O:2][N:3]1[CH2:8][CH2:7][CH:6]([C:9]2[CH:14]=[CH:13][C:12]([NH2:15])=[CH:11][CH:10]=2)[CH2:5][CH2:4]1.C1C(=O)N([Br:23])C(=O)C1. The catalyst is C(Cl)Cl. The product is [Br:23][C:11]1[CH:10]=[C:9]([C:6]2[CH2:5][CH2:4][N:3]([O:2][CH3:1])[CH2:8][CH:7]=2)[CH:14]=[CH:13][C:12]=1[NH2:15]. The yield is 0.745. (4) The reactants are [Cl:1][CH2:2][S:3][C:4]1[CH:9]=[CH:8][C:7]([CH3:10])=[CH:6][CH:5]=1.CO.C1C(=O)N(Br)C(=[O:16])C1. The catalyst is O. The product is [Cl:1][CH2:2][S:3]([C:4]1[CH:9]=[CH:8][C:7]([CH3:10])=[CH:6][CH:5]=1)=[O:16]. The yield is 0.895. (5) The product is [C:2]([NH:21][C:22]1[C:31]2[C:26](=[CH:27][C:28]([O:34][CH3:35])=[C:29]([O:32][CH3:33])[CH:30]=2)[N:25]=[C:24]([CH2:36][NH:37][CH2:38][CH2:39][CH2:40][NH:41][C:42]([CH:44]2[CH2:48][CH2:47][CH2:46][O:45]2)=[O:43])[N:23]=1)(=[O:1])[CH3:3]. The catalyst is ClCCl. The yield is 0.800. The reactants are [O:1]1CC[CH2:3][CH:2]1C(O)=O.C1N=CN(C(N2C=NC=C2)=O)C=1.[NH2:21][C:22]1[C:31]2[C:26](=[CH:27][C:28]([O:34][CH3:35])=[C:29]([O:32][CH3:33])[CH:30]=2)[N:25]=[C:24]([CH2:36][NH:37][CH2:38][CH2:39][CH2:40][NH:41][C:42]([CH:44]2[CH2:48][CH2:47][CH2:46][O:45]2)=[O:43])[N:23]=1.